The task is: Predict the reaction yield, written as a fraction of the theoretical maximum amount of product (1.0 means a 100% yield; for example, 0.34 means a 34% yield).. This data is from Reaction yield outcomes from USPTO patents with 853,638 reactions. (1) The reactants are Br[C:2]1[CH:7]=[CH:6][C:5]([OH:8])=[CH:4][CH:3]=1.[CH3:9][NH:10][C:11]1[CH:12]=[N:13][CH:14]=[C:15]([N:17]2[CH2:22][CH2:21][O:20][CH2:19][CH2:18]2)[CH:16]=1. No catalyst specified. The product is [CH3:9][N:10]([C:11]1[CH:12]=[N:13][CH:14]=[C:15]([N:17]2[CH2:18][CH2:19][O:20][CH2:21][CH2:22]2)[CH:16]=1)[C:2]1[CH:7]=[CH:6][C:5]([OH:8])=[CH:4][CH:3]=1. The yield is 0.340. (2) The reactants are [CH2:1](/[C:3](=[CH:9]/O)/[C:4](OCC)=[O:5])[CH3:2].C([O-])([O-])=O.[K+].[K+].[C:17](=[NH:40])([O:19][CH2:20][CH2:21][C:22]1[CH:27]=[CH:26][C:25]([O:28][C:29]2[CH:34]=[CH:33][C:32]([Cl:35])=[C:31]([C:36]([F:39])([F:38])[F:37])[CH:30]=2)=[CH:24][CH:23]=1)[NH2:18]. The catalyst is CN1C(=O)CCC1. The product is [Cl:35][C:32]1[CH:33]=[CH:34][C:29]([O:28][C:25]2[CH:24]=[CH:23][C:22]([CH2:21][CH2:20][O:19][C:17]3[NH:18][CH:9]=[C:3]([CH2:1][CH3:2])[C:4](=[O:5])[N:40]=3)=[CH:27][CH:26]=2)=[CH:30][C:31]=1[C:36]([F:39])([F:38])[F:37]. The yield is 0.385.